This data is from Reaction yield outcomes from USPTO patents with 853,638 reactions. The task is: Predict the reaction yield, written as a fraction of the theoretical maximum amount of product (1.0 means a 100% yield; for example, 0.34 means a 34% yield). (1) The reactants are C([O:3][C:4]([C:6]1[NH:7][C:8]2[C:13]([CH:14]=1)=[CH:12][C:11]([Cl:15])=[CH:10][C:9]=2[CH2:16][N:17]1[CH2:22][CH2:21][N:20]([CH3:23])[CH2:19][CH2:18]1)=[O:5])C.O[Li].O.Cl. The catalyst is C1COCC1.CCO.O. The product is [Cl:15][C:11]1[CH:12]=[C:13]2[C:8](=[C:9]([CH2:16][N:17]3[CH2:18][CH2:19][N:20]([CH3:23])[CH2:21][CH2:22]3)[CH:10]=1)[NH:7][C:6]([C:4]([OH:5])=[O:3])=[CH:14]2. The yield is 0.360. (2) The reactants are [Cl:1][C:2]1[C:10]([C:11]#[N:12])=[CH:9][CH:8]=[C:7]2[C:3]=1[CH:4]=[C:5]([C:18]([O:20]CC)=[O:19])[N:6]2[CH2:13][C:14]([F:17])([F:16])[F:15].[OH-].[Na+]. The catalyst is C1COCC1.CO. The product is [Cl:1][C:2]1[C:10]([C:11]#[N:12])=[CH:9][CH:8]=[C:7]2[C:3]=1[CH:4]=[C:5]([C:18]([OH:20])=[O:19])[N:6]2[CH2:13][C:14]([F:17])([F:16])[F:15]. The yield is 0.940. (3) The reactants are C(OC([N:6]1[C:33]2[C:28](=[CH:29][CH:30]=[C:31]([Cl:34])[CH:32]=2)[C:8]2([CH:13]([CH:14]3[CH2:19][CH2:18][CH2:17][CH2:16][CH2:15]3)[CH2:12][C:11](=[O:20])[NH:10][CH:9]2[C:21]2[CH:26]=[CH:25][C:24]([Cl:27])=[CH:23][CH:22]=2)[C:7]1=[O:35])=O)C.[OH-].[Na+]. The catalyst is CO. The product is [Cl:34][C:31]1[CH:32]=[C:33]2[NH:6][C:7](=[O:35])[C:8]3([CH:13]([CH:14]4[CH2:15][CH2:16][CH2:17][CH2:18][CH2:19]4)[CH2:12][C:11](=[O:20])[NH:10][CH:9]3[C:21]3[CH:22]=[CH:23][C:24]([Cl:27])=[CH:25][CH:26]=3)[C:28]2=[CH:29][CH:30]=1. The yield is 0.440. (4) The reactants are [CH3:1][O:2][C:3]([C:5]1[S:6][C:7]([Br:30])=[CH:8][C:9]=1[N:10]([CH:20]1[CH2:29][CH2:28][C:23]2(OCC[O:24]2)[CH2:22][CH2:21]1)[C:11]([C@H:13]1[CH2:18][CH2:17][C@H:16]([CH3:19])[CH2:15][CH2:14]1)=[O:12])=[O:4].Cl. The catalyst is O1CCCC1. The product is [CH3:1][O:2][C:3]([C:5]1[S:6][C:7]([Br:30])=[CH:8][C:9]=1[N:10]([C:11]([C@H:13]1[CH2:14][CH2:15][C@H:16]([CH3:19])[CH2:17][CH2:18]1)=[O:12])[CH:20]1[CH2:29][CH2:28][C:23](=[O:24])[CH2:22][CH2:21]1)=[O:4]. The yield is 0.950. (5) The reactants are [OH:1][C@H:2]1[CH2:7][CH2:6][C@H:5]([N:8]2[C:13](=[O:14])[C:12]([CH2:15][C:16]3[S:20][C:19]([C:21]4[CH:28]=[CH:27][CH:26]=[CH:25][C:22]=4[C:23]#[N:24])=[CH:18][CH:17]=3)=[C:11]([CH2:29][CH2:30][CH3:31])[N:10]3[N:32]=[CH:33][N:34]=[C:9]23)[CH2:4][CH2:3]1.[N+](=[CH:37][C:38]([O:40][CH2:41][CH3:42])=[O:39])=[N-]. The catalyst is C([O-])(=O)C.[Rh+].C1(C)C=CC=CC=1. The product is [C:23]([C:22]1[CH:25]=[CH:26][CH:27]=[CH:28][C:21]=1[C:19]1[S:20][C:16]([CH2:15][C:12]2[C:13](=[O:14])[N:8]([C@H:5]3[CH2:6][CH2:7][C@H:2]([O:1][CH2:37][C:38]([O:40][CH2:41][CH3:42])=[O:39])[CH2:3][CH2:4]3)[C:9]3[N:10]([N:32]=[CH:33][N:34]=3)[C:11]=2[CH2:29][CH2:30][CH3:31])=[CH:17][CH:18]=1)#[N:24]. The yield is 0.530.